From a dataset of hERG potassium channel inhibition data for cardiac toxicity prediction from Karim et al.. Regression/Classification. Given a drug SMILES string, predict its toxicity properties. Task type varies by dataset: regression for continuous values (e.g., LD50, hERG inhibition percentage) or binary classification for toxic/non-toxic outcomes (e.g., AMES mutagenicity, cardiotoxicity, hepatotoxicity). Dataset: herg_karim. (1) The drug is Fc1cnc2nc(N3CCN4CCC3CC4)oc2c1. The result is 1 (blocker). (2) The molecule is C[C@@H]1NC(c2cc(C#N)ccn2)=N[C@@]1(c1ccc(F)cc1)c1ccc(F)nc1. The result is 0 (non-blocker). (3) The molecule is CC(=O)N(Cc1ccc2ccccc2c1)C1CCNCC1. The result is 0 (non-blocker). (4) The result is 1 (blocker). The drug is N#Cc1ccc(Cn2cncc2CN[C@H]2CCN(Cc3cccc(Cl)c3)C2=O)cc1. (5) The compound is c1ccc(-c2c[nH]c(C3Cc4c([nH]c5ccccc45)C(C4CCNCC4)N3)n2)cc1. The result is 1 (blocker).